This data is from Catalyst prediction with 721,799 reactions and 888 catalyst types from USPTO. The task is: Predict which catalyst facilitates the given reaction. (1) Reactant: [CH3:1][O:2][C:3]1[CH:8]=[C:7]([C:9]2[CH:14]=[CH:13][C:12]([C:15](=[O:18])[NH:16][CH3:17])=[CH:11][CH:10]=2)[C:6]([C:19]([O:21][CH3:22])=[O:20])=[CH:5][C:4]=1[N+:23]([O-])=O. Product: [NH2:23][C:4]1[CH:5]=[C:6]([C:19]([O:21][CH3:22])=[O:20])[C:7]([C:9]2[CH:10]=[CH:11][C:12]([C:15](=[O:18])[NH:16][CH3:17])=[CH:13][CH:14]=2)=[CH:8][C:3]=1[O:2][CH3:1]. The catalyst class is: 43. (2) Reactant: [CH2:1]([O:3][C:4]([C:6]1[S:10][C:9](N)=[N:8][C:7]=1[C:12]1[N:13]([CH2:17][CH:18]2[CH2:20][CH2:19]2)[N:14]=[CH:15][N:16]=1)=[O:5])[CH3:2].[ClH:21].N([O-])=O.[Na+].NC(N)=O.C(=O)(O)[O-].[Na+]. Product: [CH2:1]([O:3][C:4]([C:6]1[S:10][C:9]([Cl:21])=[N:8][C:7]=1[C:12]1[N:13]([CH2:17][CH:18]2[CH2:20][CH2:19]2)[N:14]=[CH:15][N:16]=1)=[O:5])[CH3:2]. The catalyst class is: 211. (3) The catalyst class is: 5. Reactant: [CH:1]1[C:6](=[O:7])[C:5]([OH:8])=[CH:4][O:3][C:2]=1[CH2:9][OH:10].C[O-].[Na+].[CH2:14](Cl)[C:15]1[CH:20]=[CH:19][CH:18]=[CH:17][CH:16]=1. Product: [CH2:14]([O:8][C:5]1[C:6](=[O:7])[CH:1]=[C:2]([CH2:9][OH:10])[O:3][CH:4]=1)[C:15]1[CH:20]=[CH:19][CH:18]=[CH:17][CH:16]=1. (4) Reactant: [Br:1][C:2]1[CH:7]=[CH:6][C:5]([N:8]2[CH2:12][C:11](O)([C:13]([O:15][CH2:16][CH3:17])=[O:14])[N:10]=[C:9]2[C:19]([C:22]2[C:27]([Cl:28])=[CH:26][CH:25]=[CH:24][C:23]=2[Cl:29])([CH3:21])[CH3:20])=[C:4]([F:30])[CH:3]=1.C(O)(C(F)(F)F)=O.[OH-].[Na+]. Product: [Br:1][C:2]1[CH:7]=[CH:6][C:5]([N:8]2[CH:12]=[C:11]([C:13]([O:15][CH2:16][CH3:17])=[O:14])[N:10]=[C:9]2[C:19]([C:22]2[C:27]([Cl:28])=[CH:26][CH:25]=[CH:24][C:23]=2[Cl:29])([CH3:20])[CH3:21])=[C:4]([F:30])[CH:3]=1. The catalyst class is: 271.